This data is from Catalyst prediction with 721,799 reactions and 888 catalyst types from USPTO. The task is: Predict which catalyst facilitates the given reaction. (1) Reactant: [F:1][C:2]1[CH:7]=[CH:6][C:5]([CH2:8][C:9](=O)[CH3:10])=[C:4]([N+:12]([O-])=O)[CH:3]=1.[Sn](Cl)Cl.[C]=O. Product: [F:1][C:2]1[CH:3]=[C:4]2[C:5]([CH:8]=[C:9]([CH3:10])[NH:12]2)=[CH:6][CH:7]=1. The catalyst class is: 12. (2) Reactant: [C:1](Cl)(Cl)=[O:2].[NH2:5][CH2:6][C:7]1[CH:33]=[CH:32][CH:31]=[CH:30][C:8]=1[CH2:9][O:10][C:11]1[CH:16]=[C:15]([CH3:17])[N:14]([CH2:18][C:19]2[CH:24]=[CH:23][C:22]([O:25][CH3:26])=[C:21]([Cl:27])[CH:20]=2)[C:13](=[O:28])[C:12]=1[Cl:29].C([O-])(O)=O.[Na+].[NH2:39][C:40]1[N:44]([C:45]2[CH:50]=[CH:49][C:48]([OH:51])=[CH:47][CH:46]=2)[N:43]=[C:42]([C:52]([CH3:55])([CH3:54])[CH3:53])[CH:41]=1. Product: [C:52]([C:42]1[CH:41]=[C:40]([NH:39][C:1]([NH:5][CH2:6][C:7]2[CH:33]=[CH:32][CH:31]=[CH:30][C:8]=2[CH2:9][O:10][C:11]2[CH:16]=[C:15]([CH3:17])[N:14]([CH2:18][C:19]3[CH:24]=[CH:23][C:22]([O:25][CH3:26])=[C:21]([Cl:27])[CH:20]=3)[C:13](=[O:28])[C:12]=2[Cl:29])=[O:2])[N:44]([C:45]2[CH:50]=[CH:49][C:48]([OH:51])=[CH:47][CH:46]=2)[N:43]=1)([CH3:55])([CH3:54])[CH3:53]. The catalyst class is: 2. (3) Product: [CH3:8][C:9]1[CH:14]=[CH:13][C:12]([C:15]2([C:16](=[O:18])[CH3:17])[CH2:4][CH2:19]2)=[CH:11][CH:10]=1. The catalyst class is: 9. Reactant: [H-].[Na+].[I-].[CH3:4][S+](C)C.[CH3:8][C:9]1[CH:14]=[CH:13][C:12]([C:15](=[CH2:19])[C:16](=[O:18])[CH3:17])=[CH:11][CH:10]=1. (4) Reactant: FC(F)(F)S(O[C:7]1[C:11]2[CH:12]=[CH:13][C:14]([O:16][CH3:17])=[CH:15][C:10]=2[O:9][CH:8]=1)(=O)=O.C1(P(C2C=CC=CC=2)CCCP(C2C=CC=CC=2)C2C=CC=CC=2)C=CC=CC=1.[CH3:49][OH:50].C(N(CC)CC)C.CN(C)[CH:60]=[O:61]. Product: [CH3:17][O:16][C:14]1[CH:13]=[CH:12][C:11]2[C:7]([C:49]([O:61][CH3:60])=[O:50])=[CH:8][O:9][C:10]=2[CH:15]=1. The catalyst class is: 167. (5) Reactant: [OH:1][C:2]1[C:7]([N+:8]([O-:10])=[O:9])=[CH:6][C:5]([S:11]([N:14]([CH3:16])[CH3:15])(=[O:13])=[O:12])=[C:4]([CH3:17])[CH:3]=1.[OH-].[Na+].Cl[C:21]([F:26])([F:25])C(O)=O. Product: [F:25][CH:21]([F:26])[O:1][C:2]1[C:7]([N+:8]([O-:10])=[O:9])=[CH:6][C:5]([S:11]([N:14]([CH3:16])[CH3:15])(=[O:12])=[O:13])=[C:4]([CH3:17])[CH:3]=1. The catalyst class is: 384. (6) Reactant: [Cl:1][C:2]1[CH:3]=[C:4]([CH:8]2[C:17]3[C:12](=[CH:13][CH:14]=[C:15]([C:18]([C:26]4[CH:31]=[CH:30][C:29]([O:32][CH3:33])=[CH:28][CH:27]=4)([C:20]4[N:24]([CH3:25])[CH:23]=[N:22][CH:21]=4)[OH:19])[CH:16]=3)[N:11]3[N:34]=[N:35][N:36]=[C:10]3[NH:9]2)[CH:5]=[CH:6][CH:7]=1. Product: [Cl:1][C:2]1[CH:3]=[C:4]([CH:8]2[C:17]3[CH:16]=[C:15]([C:18]([C:26]4[CH:31]=[CH:30][C:29]([O:32][CH3:33])=[CH:28][CH:27]=4)([C:20]4[N:24]([CH3:25])[CH:23]=[N:22][CH:21]=4)[OH:19])[CH:14]=[CH:13][C:12]=3[NH:11][C:10]3=[N:36][N:35]=[N:34][N:9]23)[CH:5]=[CH:6][CH:7]=1. The catalyst class is: 11. (7) Reactant: [Si]([O:8][CH2:9][CH2:10][O:11][C:12]1[C:17]([C:18]2[CH:23]=[CH:22][C:21]([S:24]([CH3:26])=[O:25])=[CH:20][CH:19]=2)=[CH:16][C:15]([CH:27]=O)=[CH:14][CH:13]=1)(C(C)(C)C)(C)C.BrC1N=C(C2[NH:37][C:38](=[O:50])[C:39]3[C:44](C=2)=[CH:43][C:42]([O:46][CH3:47])=[CH:41][C:40]=3[O:48][CH3:49])C=CC=1.CC1C=CC(S(O)(=O)=O)=CC=1.OS([O-])=O.[Na+].FC(F)(F)C(O)=O.CC([N:77](C)C)=O. Product: [OH:8][CH2:9][CH2:10][O:11][C:12]1[C:17]([C:18]2[CH:19]=[CH:20][C:21]([S:24]([CH3:26])=[O:25])=[CH:22][CH:23]=2)=[CH:16][C:15]([C:27]2[NH:37][C:38](=[O:50])[C:39]3[C:44](=[CH:43][C:42]([O:46][CH3:47])=[CH:41][C:40]=3[O:48][CH3:49])[N:77]=2)=[CH:14][CH:13]=1. The catalyst class is: 6. (8) Reactant: [CH3:1][NH2:2].[CH2:3]([O:7][C:8]1[CH:13]=[CH:12][C:11]([S:14](Cl)(=[O:16])=[O:15])=[CH:10][CH:9]=1)[C:4]#[C:5][CH3:6].O. Product: [CH2:3]([O:7][C:8]1[CH:13]=[CH:12][C:11]([S:14]([NH:2][CH3:1])(=[O:16])=[O:15])=[CH:10][CH:9]=1)[C:4]#[C:5][CH3:6]. The catalyst class is: 4.